Predict the reaction yield, written as a fraction of the theoretical maximum amount of product (1.0 means a 100% yield; for example, 0.34 means a 34% yield). From a dataset of Reaction yield outcomes from USPTO patents with 853,638 reactions. The product is [CH2:28]([N:25]1[C:26]2[C:22](=[CH:21][CH:20]=[C:19]([C@H:17]3[C@@:10]4([C:11]5[C:16](=[CH:15][CH:14]=[CH:13][CH:12]=5)[N:8]([CH3:1])[C:9]4=[O:35])[CH2:18]3)[CH:27]=2)[CH:23]=[N:24]1)[C:29]1[CH:30]=[CH:31][CH:32]=[CH:33][CH:34]=1. No catalyst specified. The yield is 0.840. The reactants are [CH2:1]([N:8]1[C:16]2[C:11](=[CH:12][CH:13]=[CH:14][CH:15]=2)[C@:10]2([CH2:18][C@H:17]2[C:19]2[CH:27]=[C:26]3[C:22]([CH:23]=[N:24][N:25]3[CH2:28][C:29]3[CH:34]=[CH:33][CH:32]=[CH:31][CH:30]=3)=[CH:21][CH:20]=2)[C:9]1=[O:35])C1C=CC=CC=1.CS(O[C@@H](C1C=C2C(C=NN2CC2C=CC=CC=2)=CC=1)COS(C)(=O)=O)(=O)=O.CN1C2C(=CC=CC=2)CC1=O.